Dataset: Full USPTO retrosynthesis dataset with 1.9M reactions from patents (1976-2016). Task: Predict the reactants needed to synthesize the given product. The reactants are: [OH:1][CH2:2][CH2:3][N:4]([CH2:25][CH2:26][OH:27])[C:5]1[C:6]([S:21]([CH3:24])(=[O:23])=[O:22])=[CH:7][C:8]([N+:18]([O-:20])=[O:19])=[C:9]([CH:17]=1)[C:10]([O:12][C:13]([CH3:16])([CH3:15])[CH3:14])=[O:11].CCN(CC)CC.[CH3:35][S:36](Cl)(=[O:38])=[O:37]. Given the product [CH3:35][S:36]([O:27][CH2:26][CH2:25][N:4]([CH2:3][CH2:2][O:1][S:21]([CH3:6])(=[O:23])=[O:22])[C:5]1[C:6]([S:21]([CH3:24])(=[O:23])=[O:22])=[CH:7][C:8]([N+:18]([O-:20])=[O:19])=[C:9]([CH:17]=1)[C:10]([O:12][C:13]([CH3:16])([CH3:15])[CH3:14])=[O:11])(=[O:38])=[O:37], predict the reactants needed to synthesize it.